This data is from Full USPTO retrosynthesis dataset with 1.9M reactions from patents (1976-2016). The task is: Predict the reactants needed to synthesize the given product. (1) Given the product [CH3:12][O:13][C:7]([C:4]1[CH:5]=[CH:6][N:1]=[CH:2][C:3]=1[C:10]([OH:11])=[O:9])=[O:8], predict the reactants needed to synthesize it. The reactants are: [N:1]1[CH:6]=[CH:5][C:4]2[C:7]([O:9][C:10](=[O:11])[C:3]=2[CH:2]=1)=[O:8].[CH3:12][O-:13].[Na+]. (2) Given the product [CH2:7]([N:14]1[CH2:19][CH2:18][CH2:17][C@@H:16]([O:20][C:21]2[C:22]3[C:29]([C:30]4[CH:35]=[CH:34][C:33]([CH2:36][CH3:37])=[CH:32][CH:31]=4)=[C:28]([C:41]4[CH:42]=[CH:43][CH:44]=[CH:45][C:40]=4[F:39])[O:27][C:23]=3[N:24]=[CH:25][N:26]=2)[CH2:15]1)[C:8]1[CH:13]=[CH:12][CH:11]=[CH:10][CH:9]=1, predict the reactants needed to synthesize it. The reactants are: C(=O)([O-])[O-].[Na+].[Na+].[CH2:7]([N:14]1[CH2:19][CH2:18][CH2:17][C@@H:16]([O:20][C:21]2[C:22]3[C:29]([C:30]4[CH:35]=[CH:34][C:33]([CH2:36][CH3:37])=[CH:32][CH:31]=4)=[C:28](I)[O:27][C:23]=3[N:24]=[CH:25][N:26]=2)[CH2:15]1)[C:8]1[CH:13]=[CH:12][CH:11]=[CH:10][CH:9]=1.[F:39][C:40]1[CH:45]=[CH:44][CH:43]=[CH:42][C:41]=1B(O)O. (3) Given the product [F:1][C:2]1[CH:9]=[C:8]([CH2:10][CH2:11][N:25]2[CH2:30][CH2:29][NH:28][CH2:27][CH2:26]2)[CH:7]=[CH:6][C:3]=1[C:4]#[N:5], predict the reactants needed to synthesize it. The reactants are: [F:1][C:2]1[CH:9]=[C:8]([CH2:10][CH:11]=C)[CH:7]=[CH:6][C:3]=1[C:4]#[N:5].COC1C=C(CC[N:25]2[CH2:30][CH2:29][NH:28][CH2:27][CH2:26]2)C=CC=1C#N. (4) The reactants are: [Cl:1][C:2]1[CH:10]=[C:9]2[C:5]([CH2:6][C:7](=[O:11])[NH:8]2)=[N:4][CH:3]=1.[Cl:12][C:13]1[CH:14]=[C:15]([CH:18]=[CH:19][CH:20]=1)[CH:16]=O.N1CCCCC1. Given the product [Cl:1][C:2]1[CH:10]=[C:9]2[NH:8][C:7](=[O:11])/[C:6](=[CH:16]\[C:15]3[CH:18]=[CH:19][CH:20]=[C:13]([Cl:12])[CH:14]=3)/[C:5]2=[N:4][CH:3]=1, predict the reactants needed to synthesize it.